From a dataset of NCI-60 drug combinations with 297,098 pairs across 59 cell lines. Regression. Given two drug SMILES strings and cell line genomic features, predict the synergy score measuring deviation from expected non-interaction effect. (1) Drug 1: CCCS(=O)(=O)NC1=C(C(=C(C=C1)F)C(=O)C2=CNC3=C2C=C(C=N3)C4=CC=C(C=C4)Cl)F. Drug 2: CCC1(C2=C(COC1=O)C(=O)N3CC4=CC5=C(C=CC(=C5CN(C)C)O)N=C4C3=C2)O.Cl. Cell line: UACC-257. Synergy scores: CSS=46.7, Synergy_ZIP=-2.63, Synergy_Bliss=-3.81, Synergy_Loewe=-2.83, Synergy_HSA=-2.42. (2) Drug 1: CN1C2=C(C=C(C=C2)N(CCCl)CCCl)N=C1CCCC(=O)O.Cl. Drug 2: N.N.Cl[Pt+2]Cl. Cell line: HL-60(TB). Synergy scores: CSS=55.5, Synergy_ZIP=1.99, Synergy_Bliss=0.806, Synergy_Loewe=-26.9, Synergy_HSA=0.374. (3) Drug 1: COC1=NC(=NC2=C1N=CN2C3C(C(C(O3)CO)O)O)N. Drug 2: CC=C1C(=O)NC(C(=O)OC2CC(=O)NC(C(=O)NC(CSSCCC=C2)C(=O)N1)C(C)C)C(C)C. Cell line: MDA-MB-231. Synergy scores: CSS=29.8, Synergy_ZIP=0.659, Synergy_Bliss=-4.28, Synergy_Loewe=-64.7, Synergy_HSA=-5.00. (4) Drug 1: C1=CC(=CC=C1C#N)C(C2=CC=C(C=C2)C#N)N3C=NC=N3. Drug 2: CNC(=O)C1=NC=CC(=C1)OC2=CC=C(C=C2)NC(=O)NC3=CC(=C(C=C3)Cl)C(F)(F)F. Cell line: UACC-257. Synergy scores: CSS=4.28, Synergy_ZIP=-0.580, Synergy_Bliss=0.693, Synergy_Loewe=3.88, Synergy_HSA=-0.231.